From a dataset of Blood-brain barrier permeability classification from the B3DB database. Regression/Classification. Given a drug SMILES string, predict its absorption, distribution, metabolism, or excretion properties. Task type varies by dataset: regression for continuous measurements (e.g., permeability, clearance, half-life) or binary classification for categorical outcomes (e.g., BBB penetration, CYP inhibition). Dataset: b3db_classification. The drug is CC(=O)OCC(=O)[C@@]12OC(C)(C)O[C@@H]1C[C@H]1C3CC(C#N)=C4C=C(OCCCl)CC[C@]4(C)[C@@]3(F)[C@@H](O)C[C@@]12C. The result is 1 (penetrates BBB).